Task: Predict the reactants needed to synthesize the given product.. Dataset: Full USPTO retrosynthesis dataset with 1.9M reactions from patents (1976-2016) (1) Given the product [C:1]([O:9][C@H:10]1[C@@H:21]([O:22][C@H:23]2[O:55][C@H:54]([CH2:56][O:57][C:58](=[O:65])[C:59]3[CH:64]=[CH:63][CH:62]=[CH:61][CH:60]=3)[C@@H:44]([O:45][C:46](=[O:53])[C:47]3[CH:48]=[CH:49][CH:50]=[CH:51][CH:52]=3)[C@H:34]([O:35][C:36](=[O:43])[C:37]3[CH:42]=[CH:41][CH:40]=[CH:39][CH:38]=3)[C@@H:24]2[O:25][C:26](=[O:33])[C:27]2[CH:32]=[CH:31][CH:30]=[CH:29][CH:28]=2)[C@H:20]([O:66][C:67](=[O:74])[C:68]2[CH:73]=[CH:72][CH:71]=[CH:70][CH:69]=2)[C@@H:19]([CH2:75][OH:76])[O:18][C@@H:11]1[O:12][CH2:13][CH2:14][N:15]=[N+:16]=[N-:17])(=[O:8])[C:2]1[CH:7]=[CH:6][CH:5]=[CH:4][CH:3]=1, predict the reactants needed to synthesize it. The reactants are: [C:1]([O:9][C@H:10]1[C@@H:21]([O:22][C@H:23]2[O:55][C@H:54]([CH2:56][O:57][C:58](=[O:65])[C:59]3[CH:64]=[CH:63][CH:62]=[CH:61][CH:60]=3)[C@@H:44]([O:45][C:46](=[O:53])[C:47]3[CH:52]=[CH:51][CH:50]=[CH:49][CH:48]=3)[C@H:34]([O:35][C:36](=[O:43])[C:37]3[CH:42]=[CH:41][CH:40]=[CH:39][CH:38]=3)[C@@H:24]2[O:25][C:26](=[O:33])[C:27]2[CH:32]=[CH:31][CH:30]=[CH:29][CH:28]=2)[C@H:20]([O:66][C:67](=[O:74])[C:68]2[CH:73]=[CH:72][CH:71]=[CH:70][CH:69]=2)[C@@H:19]([CH2:75][O:76]C(C2C=CC=CC=2)(C2C=CC=CC=2)C2C=CC=CC=2)[O:18][C@@H:11]1[O:12][CH2:13][CH2:14][N:15]=[N+:16]=[N-:17])(=[O:8])[C:2]1[CH:7]=[CH:6][CH:5]=[CH:4][CH:3]=1.C(O)(C(F)(F)F)=O. (2) Given the product [CH3:10][C:11]1[CH:20]([C:6](=[O:9])[CH2:7][CH3:8])[CH2:19][CH:18]2[CH:13]([CH:12]=1)[CH:14]1[CH2:21][CH:17]2[CH2:16][CH2:15]1, predict the reactants needed to synthesize it. The reactants are: [C:6](O[C:6](=[O:9])[CH2:7][CH3:8])(=[O:9])[CH2:7][CH3:8].[CH3:10][C:11]1[CH2:12][CH:13]2[CH:18]([CH2:19][CH:20]=1)[CH:17]1[CH2:21][CH:14]2[CH2:15][CH2:16]1.[NH4+].[OH-]. (3) The reactants are: Cl.[NH2:2][C@@H:3]([CH2:21][C:22]1[CH:27]=[CH:26][C:25]([NH:28][C:29]2[CH:30]=[C:31]([C:35]3[CH:40]=[CH:39][CH:38]=[CH:37][CH:36]=3)[CH:32]=[CH:33][CH:34]=2)=[CH:24][CH:23]=1)[C@H:4]([OH:20])[CH2:5][NH:6][C:7]1([C:10]2[CH:15]=[CH:14][CH:13]=[C:12]([C:16]([CH3:19])([CH3:18])[CH3:17])[CH:11]=2)[CH2:9][CH2:8]1.CCN(CC)CC.[CH3:48][C:49](OC(C)=O)=[O:50]. Given the product [C:31]1([C:35]2[CH:40]=[CH:39][CH:38]=[CH:37][CH:36]=2)[CH:32]=[CH:33][CH:34]=[C:29]([NH:28][C:25]2[CH:26]=[CH:27][C:22]([CH2:21][C@H:3]([NH:2][C:49](=[O:50])[CH3:48])[C@H:4]([OH:20])[CH2:5][NH:6][C:7]3([C:10]4[CH:15]=[CH:14][CH:13]=[C:12]([C:16]([CH3:17])([CH3:19])[CH3:18])[CH:11]=4)[CH2:9][CH2:8]3)=[CH:23][CH:24]=2)[CH:30]=1, predict the reactants needed to synthesize it. (4) Given the product [CH3:11][CH2:12][C:13]([C:15]([O:17][C@@H:18]1[C@@H:23]2[C@@H:24]([CH2:29][CH2:30][C@H:31]3[O:37][C:35](=[O:36])[CH2:34][C@H:33]([OH:38])[CH2:32]3)[C@@H:25]([CH3:28])[CH:26]=[CH:27][C:22]2=[CH:21][C@H:20]([CH3:39])[CH2:19]1)=[O:16])([CH3:2])[CH3:14], predict the reactants needed to synthesize it. The reactants are: N1CCC[CH2:2]1.C([Li])CCC.[CH3:11][CH2:12][C@@H:13]([C:15]([O:17][C@@H:18]1[C@@H:23]2[C@@H:24]([CH2:29][CH2:30][C@H:31]3[O:37][C:35](=[O:36])[CH2:34][C@H:33]([OH:38])[CH2:32]3)[C@@H:25]([CH3:28])[CH:26]=[CH:27][C:22]2=[CH:21][C@H:20]([CH3:39])[CH2:19]1)=[O:16])[CH3:14].CI. (5) The reactants are: [O:1]1[C:6]2=[C:7]3[C:12](=[CH:13][CH:14]=[C:5]2[O:4][CH2:3][C@@H:2]1[CH2:15][NH:16][CH2:17][CH2:18][CH2:19][C:20]1[C:28]2[C:23](=[CH:24][CH:25]=[C:26]([F:29])[CH:27]=2)[NH:22][CH:21]=1)[N:11]=[CH:10][CH:9]=[CH:8]3.C=O.[C:32]([BH3-])#N.[Na+].C(O)(=O)C. Given the product [O:1]1[C:6]2=[C:7]3[C:12](=[CH:13][CH:14]=[C:5]2[O:4][CH2:3][CH:2]1[CH2:15][N:16]([CH2:17][CH2:18][CH2:19][C:20]1[C:28]2[C:23](=[CH:24][CH:25]=[C:26]([F:29])[CH:27]=2)[NH:22][CH:21]=1)[CH3:32])[N:11]=[CH:10][CH:9]=[CH:8]3, predict the reactants needed to synthesize it. (6) Given the product [C:13]([NH:2][C:3]1[CH:4]=[C:5]([CH:10]=[CH:11][N:12]=1)[C:6]([O:8][CH3:9])=[O:7])(=[O:17])[CH:14]([CH3:16])[CH3:15], predict the reactants needed to synthesize it. The reactants are: Cl.[NH2:2][C:3]1[CH:4]=[C:5]([CH:10]=[CH:11][N:12]=1)[C:6]([O:8][CH3:9])=[O:7].[C:13](Cl)(=[O:17])[CH:14]([CH3:16])[CH3:15]. (7) Given the product [CH:19]1[CH:20]=[C:21]2[C:30]3[CH:31]=[CH:32][C:33]([OH:35])=[CH:34][C:29]=3[O:28][C:26](=[O:27])[C:22]2=[CH:23][CH:24]=1, predict the reactants needed to synthesize it. The reactants are: C1(C=CC=C(O)C=1)O.BrC1C=CC=CC=1C(O)=O.[CH:19]1[C:24](O)=[CH:23][C:22]2[C:26]([O:28][C:29]3[CH:34]=[C:33]([OH:35])[CH:32]=[CH:31][C:30]=3[C:21]=2[CH:20]=1)=[O:27]. (8) Given the product [Br:4][C:5]1[CH:10]=[C:9]([CH2:11][C:1]#[N:2])[CH:8]=[N:7][CH:6]=1, predict the reactants needed to synthesize it. The reactants are: [C-:1]#[N:2].[K+].[Br:4][C:5]1[CH:6]=[N:7][CH:8]=[C:9]([CH2:11]Cl)[CH:10]=1. (9) The reactants are: Cl[C:2]1[CH:7]=[C:6]([C:8]2[CH:13]=[CH:12][CH:11]=[C:10]([CH3:14])[C:9]=2[CH3:15])[N:5]=[C:4]([NH2:16])[N:3]=1.[N:17]1[CH:22]=[CH:21][C:20]([CH2:23][CH2:24][NH2:25])=[CH:19][CH:18]=1.C(N(CC)C(C)C)(C)C.CO. Given the product [CH3:15][C:9]1[C:10]([CH3:14])=[CH:11][CH:12]=[CH:13][C:8]=1[C:6]1[N:5]=[C:4]([NH2:16])[N:3]=[C:2]([NH:25][CH2:24][CH2:23][C:20]2[CH:21]=[CH:22][N:17]=[CH:18][CH:19]=2)[CH:7]=1, predict the reactants needed to synthesize it.